This data is from Forward reaction prediction with 1.9M reactions from USPTO patents (1976-2016). The task is: Predict the product of the given reaction. (1) Given the reactants [NH2:1][C:2]1[CH:43]=[CH:42][C:5]([C:6]([NH:8][C:9]2[CH:14]=[C:13]([NH:15][C:16]3[N:21]=[C:20]([C:22]4[C:30]5[C:25](=[CH:26][CH:27]=[CH:28][CH:29]=5)[N:24]([S:31]([C:34]5[CH:39]=[CH:38][CH:37]=[CH:36][CH:35]=5)(=[O:33])=[O:32])[CH:23]=4)[C:19](Cl)=[CH:18][N:17]=3)[CH:12]=[CH:11][C:10]=2[CH3:41])=[O:7])=[CH:4][CH:3]=1.CC(C1C=C(C(C)C)C(C2C=CC=CC=2P(C2CCCCC2)C2CCCCC2)=C(C(C)C)C=1)C.C[C:79]([N:81](C)C)=O, predict the reaction product. The product is: [NH2:1][C:2]1[CH:43]=[CH:42][C:5]([C:6]([NH:8][C:9]2[CH:14]=[C:13]([NH:15][C:16]3[N:21]=[C:20]([C:22]4[C:30]5[C:25](=[CH:26][CH:27]=[CH:28][CH:29]=5)[N:24]([S:31]([C:34]5[CH:39]=[CH:38][CH:37]=[CH:36][CH:35]=5)(=[O:33])=[O:32])[CH:23]=4)[C:19]([C:79]#[N:81])=[CH:18][N:17]=3)[CH:12]=[CH:11][C:10]=2[CH3:41])=[O:7])=[CH:4][CH:3]=1. (2) Given the reactants Br[C:2]1[C:3]([N:22]([CH3:27])[S:23]([CH3:26])(=[O:25])=[O:24])=[CH:4][C:5]2[O:9][C:8]([C:10]3[CH:15]=[CH:14][C:13]([F:16])=[CH:12][CH:11]=3)=[C:7]([C:17]([NH:19][CH3:20])=[O:18])[C:6]=2[CH:21]=1.[B:28]1([B:28]2[O:32][C:31]([CH3:34])([CH3:33])[C:30]([CH3:36])([CH3:35])[O:29]2)[O:32][C:31]([CH3:34])([CH3:33])[C:30]([CH3:36])([CH3:35])[O:29]1.CC([O-])=O.[K+], predict the reaction product. The product is: [F:16][C:13]1[CH:14]=[CH:15][C:10]([C:8]2[O:9][C:5]3[CH:4]=[C:3]([N:22]([CH3:27])[S:23]([CH3:26])(=[O:25])=[O:24])[C:2]([B:28]4[O:32][C:31]([CH3:34])([CH3:33])[C:30]([CH3:36])([CH3:35])[O:29]4)=[CH:21][C:6]=3[C:7]=2[C:17]([NH:19][CH3:20])=[O:18])=[CH:11][CH:12]=1. (3) Given the reactants [O:1]1[CH:5]=[CH:4][CH:3]=[C:2]1[C:6]1[O:7][C:8]([CH3:25])=[C:9]([CH2:11][O:12][C:13]2[CH:20]=[CH:19][C:16]([CH:17]=[O:18])=[CH:15][C:14]=2[O:21][CH2:22][O:23][CH3:24])[N:10]=1.C(O)C.[BH4-].[Na+].O, predict the reaction product. The product is: [O:1]1[CH:5]=[CH:4][CH:3]=[C:2]1[C:6]1[O:7][C:8]([CH3:25])=[C:9]([CH2:11][O:12][C:13]2[CH:20]=[CH:19][C:16]([CH2:17][OH:18])=[CH:15][C:14]=2[O:21][CH2:22][O:23][CH3:24])[N:10]=1. (4) Given the reactants Cl[C:2]1[N:7]=[C:6]([O:8][CH3:9])[N:5]=[C:4]([NH:10][CH2:11][C:12]2[CH:16]=[CH:15][S:14][CH:13]=2)[CH:3]=1.[C:17]([C:20]([C:23]1[CH:24]=[C:25](B(O)O)[CH:26]=[CH:27][CH:28]=1)([CH3:22])[CH3:21])([OH:19])=[O:18].C([O-])([O-])=O.[Cs+].[Cs+], predict the reaction product. The product is: [CH3:9][O:8][C:6]1[N:7]=[C:2]([C:25]2[CH:24]=[C:23]([C:20]([CH3:22])([CH3:21])[C:17]([OH:19])=[O:18])[CH:28]=[CH:27][CH:26]=2)[CH:3]=[C:4]([NH:10][CH2:11][C:12]2[CH:16]=[CH:15][S:14][CH:13]=2)[N:5]=1. (5) Given the reactants Br[C:2]1[CH:3]=[C:4]([C:13]([CH3:16])([CH3:15])[CH3:14])[C:5]2[O:9][CH2:8][C:7]([CH3:11])([CH3:10])[C:6]=2[CH:12]=1.C([Li])(C)(C)C.CCCCC.[B:27](OC)([O:30]C)[O:28]C, predict the reaction product. The product is: [CH3:10][C:7]1([CH3:11])[C:6]2[CH:12]=[C:2]([B:27]([OH:30])[OH:28])[CH:3]=[C:4]([C:13]([CH3:16])([CH3:15])[CH3:14])[C:5]=2[O:9][CH2:8]1. (6) The product is: [CH3:1][C:2]([CH3:26])([CH3:25])[C:3]([O:5][CH2:6][N:7]1[C:15]2[N:14]=[CH:13][N:12]([CH2:16][C:17]3[CH:22]=[CH:21][CH:20]=[CH:19][CH:18]=3)[C:11]=2[C:10](=[O:23])[N:9]([CH3:27])[C:8]1=[O:24])=[O:4]. Given the reactants [CH3:1][C:2]([CH3:26])([CH3:25])[C:3]([O:5][CH2:6][N:7]1[C:15]2[N:14]=[CH:13][N:12]([CH2:16][C:17]3[CH:22]=[CH:21][CH:20]=[CH:19][CH:18]=3)[C:11]=2[C:10](=[O:23])[NH:9][C:8]1=[O:24])=[O:4].[C:27](=O)([O-])[O-].[K+].[K+].IC, predict the reaction product. (7) Given the reactants [CH3:1][O:2][C:3]1[NH:8][C:7](=O)[CH:6]=[C:5]([CH3:10])[N:4]=1.O=P(Cl)(Cl)[Cl:13], predict the reaction product. The product is: [Cl:13][C:7]1[CH:6]=[C:5]([CH3:10])[N:4]=[C:3]([O:2][CH3:1])[N:8]=1.